The task is: Predict the product of the given reaction.. This data is from Forward reaction prediction with 1.9M reactions from USPTO patents (1976-2016). Given the reactants C(=O)(OC(C)(C)C)[O:2][C:3]1[N:7]([C:8]2[N:13]=[CH:12][CH:11]=[CH:10][N:9]=2)[N:6]=[C:5]([C:14]2[CH:19]=[CH:18][C:17]([C:20]3[CH:25]=[CH:24][CH:23]=[C:22]([C:26]4[CH:31]=[CH:30][CH:29]=[CH:28][CH:27]=4)[CH:21]=3)=[CH:16][CH:15]=2)[CH:4]=1.C(=O)(OC(C)(C)C)OC1N(C2C=CC=CN=2)N=C(C2C=CC(C3C=CC=CC=3)=CC=2)C=1, predict the reaction product. The product is: [C:26]1([C:22]2[CH:21]=[C:20]([C:17]3[CH:16]=[CH:15][C:14]([C:5]4[CH:4]=[C:3]([OH:2])[N:7]([C:8]5[N:9]=[CH:10][CH:11]=[CH:12][N:13]=5)[N:6]=4)=[CH:19][CH:18]=3)[CH:25]=[CH:24][CH:23]=2)[CH:27]=[CH:28][CH:29]=[CH:30][CH:31]=1.